Dataset: Catalyst prediction with 721,799 reactions and 888 catalyst types from USPTO. Task: Predict which catalyst facilitates the given reaction. (1) The catalyst class is: 6. Product: [Cl:1][C:2]1[CH:29]=[CH:28][CH:27]=[C:26]([CH:30]2[CH2:32][CH2:31]2)[C:3]=1[C:4]([N:6]1[C:14]2[C:9](=[C:10]([F:15])[CH:11]=[CH:12][CH:13]=2)[C:8]([N:16]2[CH2:17][CH2:18][CH:19]([C:22]([OH:24])=[O:23])[CH2:20][CH2:21]2)=[N:7]1)=[O:5]. Reactant: [Cl:1][C:2]1[CH:29]=[CH:28][CH:27]=[C:26]([CH:30]2[CH2:32][CH2:31]2)[C:3]=1[C:4]([N:6]1[C:14]2[C:9](=[C:10]([F:15])[CH:11]=[CH:12][CH:13]=2)[C:8]([N:16]2[CH2:21][CH2:20][CH:19]([C:22]([O:24]C)=[O:23])[CH2:18][CH2:17]2)=[N:7]1)=[O:5].[OH-].[Li+].C1COCC1.Cl. (2) Reactant: [Br:1][C:2]1[CH:3]=[C:4]([N:8]2[C:16]3[C:11](=[CH:12][C:13]([CH:17]=O)=[CH:14][CH:15]=3)[C:10]([C:19]([O:21][CH3:22])=[O:20])=[N:9]2)[CH:5]=[CH:6][CH:7]=1.Cl.[NH2:24]O.C([O-])(=O)C.[Na+]. Product: [Br:1][C:2]1[CH:3]=[C:4]([N:8]2[C:16]3[C:11](=[CH:12][C:13]([C:17]#[N:24])=[CH:14][CH:15]=3)[C:10]([C:19]([O:21][CH3:22])=[O:20])=[N:9]2)[CH:5]=[CH:6][CH:7]=1. The catalyst class is: 676. (3) Reactant: C(OC([N:11]1[CH2:16][CH2:15][CH:14]([CH2:17][O:18][C:19](=[O:46])[CH2:20][CH2:21][C:22]2[CH:27]=[CH:26][C:25]([C:28]([N:30]3[CH2:39][C:38]4[CH:37]=[N:36][N:35]([CH3:40])[C:34]=4[NH:33][C:32]4[CH:41]=[CH:42][CH:43]=[CH:44][C:31]3=4)=[O:29])=[CH:24][C:23]=2[CH3:45])[CH2:13][CH2:12]1)=O)C1C=CC=CC=1. Product: [NH:11]1[CH2:16][CH2:15][CH:14]([CH2:17][O:18][C:19](=[O:46])[CH2:20][CH2:21][C:22]2[CH:27]=[CH:26][C:25]([C:28]([N:30]3[CH2:39][C:38]4[CH:37]=[N:36][N:35]([CH3:40])[C:34]=4[NH:33][C:32]4[CH:41]=[CH:42][CH:43]=[CH:44][C:31]3=4)=[O:29])=[CH:24][C:23]=2[CH3:45])[CH2:13][CH2:12]1. The catalyst class is: 19. (4) The catalyst class is: 9. Reactant: [C:1]([C:5]1[CH:6]=[C:7]([O:12][CH3:13])[CH:8]=[CH:9][C:10]=1[OH:11])([CH3:4])([CH3:3])[CH3:2].[H-].[Na+].[CH3:16][C:17]([CH3:22])([CH3:21])[C:18](Cl)=[O:19]. Product: [C:1]([C:5]1[CH:6]=[C:7]([O:12][CH3:13])[CH:8]=[CH:9][C:10]=1[O:11][C:18](=[O:19])[C:17]([CH3:22])([CH3:21])[CH3:16])([CH3:4])([CH3:2])[CH3:3]. (5) Reactant: [Cl:1][C:2]1[CH:11]=[C:10]([Cl:12])[CH:9]=[C:8]2[C:3]=1[C:4](=[O:23])[C:5]([C:15]1[CH:20]=[CH:19][C:18]([O:21]C)=[CH:17][CH:16]=1)([CH3:14])[C:6](=[O:13])[NH:7]2.B(Br)(Br)Br.Cl. The catalyst class is: 4. Product: [Cl:1][C:2]1[CH:11]=[C:10]([Cl:12])[CH:9]=[C:8]2[C:3]=1[C:4](=[O:23])[C:5]([C:15]1[CH:16]=[CH:17][C:18]([OH:21])=[CH:19][CH:20]=1)([CH3:14])[C:6](=[O:13])[NH:7]2. (6) Reactant: [OH:1][CH2:2][CH:3]([CH2:5][OH:6])[OH:4].[C:7]([O:17][CH3:18])(=O)[CH2:8][CH2:9][CH2:10][CH2:11][CH2:12][CH2:13][CH2:14][CH3:15]. Product: [CH2:7]([O:1][CH2:2][CH:3]([CH2:5][OH:6])[OH:4])[CH2:8][CH2:9][CH2:10][CH2:11][CH2:12][CH2:13][CH2:14][CH3:15].[CH3:2][CH2:18][O:17][CH2:7][CH3:8]. The catalyst class is: 45. (7) Reactant: [F:1][C:2]([F:22])([F:21])[C:3]1[CH:4]=[C:5]([CH:18]=[CH:19][CH:20]=1)[C:6]([NH:8][C:9]1[CH:10]=[C:11]([CH:15]=[CH:16][CH:17]=1)[C:12]([OH:14])=O)=[O:7].ClC1N=C(OC)N=C(OC)N=1.CN1CCOCC1.[N:41]1([CH2:46][CH2:47][CH2:48][S:49]([C:52]2[CH:57]=[CH:56][C:55]([NH:58][C:59]3[N:64]=[CH:63][C:62]([NH2:65])=[CH:61][N:60]=3)=[CH:54][CH:53]=2)(=[O:51])=[O:50])[CH2:45][CH2:44][CH2:43][CH2:42]1. Product: [N:41]1([CH2:46][CH2:47][CH2:48][S:49]([C:52]2[CH:53]=[CH:54][C:55]([NH:58][C:59]3[N:60]=[CH:61][C:62]([NH:65][C:12](=[O:14])[C:11]4[CH:15]=[CH:16][CH:17]=[C:9]([NH:8][C:6](=[O:7])[C:5]5[CH:18]=[CH:19][CH:20]=[C:3]([C:2]([F:1])([F:22])[F:21])[CH:4]=5)[CH:10]=4)=[CH:63][N:64]=3)=[CH:56][CH:57]=2)(=[O:50])=[O:51])[CH2:42][CH2:43][CH2:44][CH2:45]1. The catalyst class is: 59. (8) Reactant: C(OC(=O)[C:5]([O:15][C:16]1[CH:21]=[CH:20][C:19]([CH3:22])=[C:18]([CH3:23])[CH:17]=1)([CH3:14])[CH2:6][C:7]1[CH:12]=[CH:11][C:10]([OH:13])=[CH:9][CH:8]=1)C.[CH3:25][C:26]1[O:30][C:29]([C:31]2[CH:36]=[CH:35][C:34]([C:37]3[CH:42]=[CH:41][CH:40]=[CH:39][CH:38]=3)=[CH:33][CH:32]=2)=[N:28][C:27]=1[CH2:43][CH2:44]OS(C1C=CC(C)=CC=1)(=O)=O.[C:56]([O-:59])([O-])=[O:57].[K+].[K+].[OH-].[Na+]. Product: [C:34]1([C:37]2[CH:38]=[CH:39][CH:40]=[CH:41][CH:42]=2)[CH:35]=[CH:36][C:31]([C:29]2[O:30][C:26]([CH3:25])=[C:27]([CH2:43][CH2:44][O:13][C:10]3[CH:9]=[CH:8][C:7]([CH2:6][C:5]([O:15][C:16]4[CH:21]=[CH:20][C:19]([CH3:22])=[C:18]([CH3:23])[CH:17]=4)([CH3:14])[C:56]([OH:59])=[O:57])=[CH:12][CH:11]=3)[N:28]=2)=[CH:32][CH:33]=1. The catalyst class is: 8. (9) Reactant: [CH3:1][S:2]([C:5]1[CH:10]=[CH:9][C:8]([S:11]([N:14]2[C:18]([C:19]3[CH:24]=[CH:23][CH:22]=[CH:21][CH:20]=3)=[CH:17][C:16]([CH:25]=O)=[CH:15]2)(=[O:13])=[O:12])=[CH:7][CH:6]=1)(=[O:4])=[O:3].CO.[CH3:29][NH2:30].[BH4-].[Na+].[ClH:33].C(=O)([O-])O.[Na+]. Product: [ClH:33].[CH3:29][NH:30][CH2:25][C:16]1[CH:17]=[C:18]([C:19]2[CH:24]=[CH:23][CH:22]=[CH:21][CH:20]=2)[N:14]([S:11]([C:8]2[CH:9]=[CH:10][C:5]([S:2]([CH3:1])(=[O:4])=[O:3])=[CH:6][CH:7]=2)(=[O:13])=[O:12])[CH:15]=1. The catalyst class is: 5.